This data is from Reaction yield outcomes from USPTO patents with 853,638 reactions. The task is: Predict the reaction yield, written as a fraction of the theoretical maximum amount of product (1.0 means a 100% yield; for example, 0.34 means a 34% yield). (1) The reactants are Br[CH2:2][C:3]1[CH:29]=[CH:28][C:6]2[N:7]3[C:25]([C:26]#[N:27])=[CH:24][CH:23]=[C:8]3[C:9]3([CH2:15][CH2:14][N:13]([C:16]([O:18][C:19]([CH3:22])([CH3:21])[CH3:20])=[O:17])[CH2:12][CH2:11]3)[O:10][C:5]=2[CH:4]=1.[C:30]([O-:33])(=[O:32])[CH3:31].[K+]. The catalyst is CN(C=O)C.[NH4+].[Cl-]. The product is [C:30]([O:33][CH2:2][C:3]1[CH:29]=[CH:28][C:6]2[N:7]3[C:25]([C:26]#[N:27])=[CH:24][CH:23]=[C:8]3[C:9]3([CH2:15][CH2:14][N:13]([C:16]([O:18][C:19]([CH3:22])([CH3:21])[CH3:20])=[O:17])[CH2:12][CH2:11]3)[O:10][C:5]=2[CH:4]=1)(=[O:32])[CH3:31]. The yield is 0.620. (2) The reactants are [Li+].CC([N-]C(C)C)C.[CH2:9]1[CH2:14]CC[CH2:11][CH2:10]1.[OH:15][C:16]1[CH:21]=[C:20]([CH3:22])[O:19][C:18](=[O:23])[C:17]=1[C:24](=[O:33])[CH2:25][CH2:26][C:27]1[CH:32]=[CH:31][CH:30]=[CH:29][CH:28]=1.ICCCC.CN(P(N(C)C)(N(C)C)=O)C.Cl. The catalyst is C1COCC1. The product is [OH:15][C:16]1[CH:21]=[C:20]([CH2:22][CH2:14][CH2:9][CH2:10][CH3:11])[O:19][C:18](=[O:23])[C:17]=1[C:24](=[O:33])[CH2:25][CH2:26][C:27]1[CH:28]=[CH:29][CH:30]=[CH:31][CH:32]=1. The yield is 0.200. (3) The reactants are Br[CH2:2][C:3]([C:5]1[CH:10]=[CH:9][C:8]([Br:11])=[CH:7][CH:6]=1)=O.[CH3:12][C:13]([C:16]([NH2:18])=[NH:17])([CH3:15])[CH3:14].Cl.C([O-])([O-])=O.[K+].[K+]. The catalyst is CN(C)C=O. The product is [Br:11][C:8]1[CH:9]=[CH:10][C:5]([C:3]2[N:17]=[C:16]([C:13]([CH3:15])([CH3:14])[CH3:12])[NH:18][CH:2]=2)=[CH:6][CH:7]=1. The yield is 0.810.